Dataset: Full USPTO retrosynthesis dataset with 1.9M reactions from patents (1976-2016). Task: Predict the reactants needed to synthesize the given product. (1) Given the product [CH2:23]([O:25][C:26](=[O:36])[CH:27]([C:30]1[CH:35]=[CH:34][CH:33]=[CH:32][CH:31]=1)[CH2:28][N:29]1[CH:14]=[C:11]2[C:10]([CH:9]=[C:8]([C:7]([NH:6][CH2:5][C:4]3[CH:20]=[CH:21][CH:22]=[C:2]([Cl:1])[CH:3]=3)=[O:19])[CH:13]=[CH:12]2)=[N:16]1)[CH3:24], predict the reactants needed to synthesize it. The reactants are: [Cl:1][C:2]1[CH:3]=[C:4]([CH:20]=[CH:21][CH:22]=1)[CH2:5][NH:6][C:7](=[O:19])[C:8]1[CH:13]=[CH:12][C:11]([CH:14]=O)=[C:10]([N+:16]([O-])=O)[CH:9]=1.[CH2:23]([O:25][C:26](=[O:36])[CH:27]([C:30]1[CH:35]=[CH:34][CH:33]=[CH:32][CH:31]=1)[CH2:28][NH2:29])[CH3:24].N1C2C(=CC=CC=2)C=N1. (2) Given the product [Cl:15][C:10]1[CH:9]=[CH:8][C:7]([C@H:2]([NH:1][C:17]2[C:18]3[CH:26]=[CH:25][CH:24]=[C:23]([C:27]([NH2:29])=[O:28])[C:19]=3[N:20]=[N:21][N:22]=2)[CH2:3][N:4]([CH3:6])[CH3:5])=[CH:14][C:11]=1[C:12]#[N:13], predict the reactants needed to synthesize it. The reactants are: [NH2:1][C@@H:2]([C:7]1[CH:8]=[CH:9][C:10]([Cl:15])=[C:11]([CH:14]=1)[C:12]#[N:13])[CH2:3][N:4]([CH3:6])[CH3:5].O[C:17]1[C:18]2[CH:26]=[CH:25][CH:24]=[C:23]([C:27]([NH2:29])=[O:28])[C:19]=2[N:20]=[N:21][N:22]=1.